From a dataset of Reaction yield outcomes from USPTO patents with 853,638 reactions. Predict the reaction yield, written as a fraction of the theoretical maximum amount of product (1.0 means a 100% yield; for example, 0.34 means a 34% yield). (1) The reactants are [NH:1]([C:3]1[CH:12]=[CH:11][C:6]([C:7]([O:9][CH3:10])=[O:8])=[CH:5][CH:4]=1)[NH2:2].Br[CH2:14][CH2:15][C:16]1[CH:17]=[CH:18][C:19]([CH3:22])=[N:20][CH:21]=1. The catalyst is C(N(CC)CC)C. The product is [CH3:22][C:19]1[N:20]=[CH:21][C:16]([CH2:15][CH2:14][N:1]([C:3]2[CH:4]=[CH:5][C:6]([C:7]([O:9][CH3:10])=[O:8])=[CH:11][CH:12]=2)[NH2:2])=[CH:17][CH:18]=1. The yield is 0.285. (2) The reactants are [Cl-].[CH3:2][O:3][CH2:4][P+](C1C=CC=CC=1)(C1C=CC=CC=1)C1C=CC=CC=1.CC(C)([O-])C.[K+].[N+:30]([C:33]1[CH:34]=[C:35]([CH:38]=[CH:39][CH:40]=1)[CH:36]=O)([O-:32])=[O:31].[Cl-].[NH4+]. The catalyst is C1(C)C=CC=CC=1.C1COCC1. The product is [CH3:2][O:3][CH:4]=[CH:36][C:35]1[CH:38]=[CH:39][CH:40]=[C:33]([N+:30]([O-:32])=[O:31])[CH:34]=1. The yield is 0.880.